From a dataset of Catalyst prediction with 721,799 reactions and 888 catalyst types from USPTO. Predict which catalyst facilitates the given reaction. (1) Reactant: Br[C:2]1[N:6]2[CH:7]=[CH:8][C:9]([Cl:11])=[CH:10][C:5]2=[N:4][CH:3]=1.[Cl:12][C:13]1[CH:18]=[C:17](B(O)O)[CH:16]=[CH:15][N:14]=1.O.C([O-])([O-])=O.[Na+].[Na+]. Product: [Cl:11][C:9]1[CH:8]=[CH:7][N:6]2[C:2]([C:17]3[CH:16]=[CH:15][N:14]=[C:13]([Cl:12])[CH:18]=3)=[CH:3][N:4]=[C:5]2[CH:10]=1. The catalyst class is: 628. (2) Reactant: [CH:1]([NH:4][C:5]([C:7]1[NH:8][C:9]2[C:14]([C:15]=1[CH3:16])=[CH:13][C:12]([O:17][CH3:18])=[CH:11][CH:10]=2)=[O:6])([CH3:3])[CH3:2].C(NC(C1NC2C(C=1C)=CC(O)=CC=2)=O)(C)C.[Cl:36][C:37]1[CH:42]=[C:41]([N+:43]([O-:45])=[O:44])[CH:40]=[C:39]([Cl:46])C=1F.C([O-])([O-])=O.[K+].[K+]. Product: [CH:1]([NH:4][C:5]([C:7]1[NH:8][C:9]2[C:14]([C:15]=1[CH3:16])=[CH:13][C:12]([O:17][C:18]1[C:37]([Cl:36])=[CH:42][C:41]([N+:43]([O-:45])=[O:44])=[CH:40][C:39]=1[Cl:46])=[CH:11][CH:10]=2)=[O:6])([CH3:3])[CH3:2]. The catalyst class is: 764. (3) Reactant: [NH2:1][CH:2]([C:8]#[N:9])[C:3]([O:5][CH2:6][CH3:7])=[O:4].C([O-])(O)=O.[Na+].[C:15](Cl)(=[O:22])[C:16]1[CH:21]=[CH:20][CH:19]=[CH:18][CH:17]=1. Product: [C:15]([NH:1][CH:2]([C:8]#[N:9])[C:3]([O:5][CH2:6][CH3:7])=[O:4])(=[O:22])[C:16]1[CH:21]=[CH:20][CH:19]=[CH:18][CH:17]=1. The catalyst class is: 34. (4) Reactant: [C:1]([CH:5]1[CH2:10][CH2:9][CH:8]([O:11][C:12]2[CH:13]=[C:14]3[C:19](=[C:20]([CH3:22])[CH:21]=2)[CH:18]=[C:17]([CH:23]=O)[CH:16]=[CH:15]3)[CH2:7][CH2:6]1)([CH3:4])([CH3:3])[CH3:2].Cl.[CH3:26][O:27][C:28](=[O:31])[CH2:29][NH2:30].C(N(C(C)C)CC)(C)C.C(O[BH-](OC(=O)C)OC(=O)C)(=O)C.[Na+]. Product: [CH3:26][O:27][C:28](=[O:31])[CH2:29][NH:30][CH2:23][C:17]1[CH:16]=[CH:15][C:14]2[C:19](=[C:20]([CH3:22])[CH:21]=[C:12]([O:11][CH:8]3[CH2:7][CH2:6][CH:5]([C:1]([CH3:3])([CH3:4])[CH3:2])[CH2:10][CH2:9]3)[CH:13]=2)[CH:18]=1. The catalyst class is: 279. (5) Reactant: [CH3:1][O:2][C:3]1[CH:8]=[CH:7][C:6]([NH:9][CH:10]=[C:11]([C:17]([O:19]CC)=O)[C:12]([O:14][CH2:15][CH3:16])=[O:13])=[CH:5][CH:4]=1.ClS([N:26]=[C:27]=[O:28])(=O)=O. Product: [CH3:1][O:2][C:3]1[CH:4]=[CH:5][C:6]([N:9]2[CH:10]=[C:11]([C:12]([O:14][CH2:15][CH3:16])=[O:13])[C:17](=[O:19])[NH:26][C:27]2=[O:28])=[CH:7][CH:8]=1. The catalyst class is: 11.